This data is from Reaction yield outcomes from USPTO patents with 853,638 reactions. The task is: Predict the reaction yield, written as a fraction of the theoretical maximum amount of product (1.0 means a 100% yield; for example, 0.34 means a 34% yield). (1) The reactants are C([O:3][C:4]([CH2:6][CH2:7][CH2:8][CH2:9][O:10][C:11]1[CH:12]=[N:13][C:14]([N:17]2[CH2:22][CH2:21][CH:20]([C:23]3[C:32]([CH:33]([F:44])[C:34]4[CH:39]=[CH:38][C:37]([C:40]([F:43])([F:42])[F:41])=[CH:36][CH:35]=4)=[C:31]([CH:45]4[CH2:50][CH2:49][C:48]([F:52])([F:51])[CH2:47][CH2:46]4)[C:30]4[CH:29]([OH:53])[CH2:28][C:27]([CH3:55])([CH3:54])[CH2:26][C:25]=4[N:24]=3)[CH2:19][CH2:18]2)=[N:15][CH:16]=1)=[O:5])C.O1CCCC1.[OH-].[Na+].Cl. The catalyst is C(O)C. The product is [C:4]([CH2:6][CH2:7][CH2:8][CH2:9][O:10][C:11]1[CH:16]=[N:15][C:14]([N:17]2[CH2:22][CH2:21][CH:20]([C:23]3[C:32]([CH:33]([F:44])[C:34]4[CH:35]=[CH:36][C:37]([C:40]([F:41])([F:42])[F:43])=[CH:38][CH:39]=4)=[C:31]([CH:45]4[CH2:46][CH2:47][C:48]([F:52])([F:51])[CH2:49][CH2:50]4)[C:30]4[CH:29]([OH:53])[CH2:28][C:27]([CH3:55])([CH3:54])[CH2:26][C:25]=4[N:24]=3)[CH2:19][CH2:18]2)=[N:13][CH:12]=1)([OH:5])=[O:3]. The yield is 0.640. (2) The reactants are [CH3:1][N:2]1[CH2:7][CH2:6][N:5]([S:8]([C:11]2[CH:16]=[CH:15][C:14]([NH:17][C:18]3[N:23]=[CH:22][C:21]([NH2:24])=[CH:20][N:19]=3)=[CH:13][CH:12]=2)(=[O:10])=[O:9])[CH2:4][CH2:3]1.[Cl:25][C:26]1[CH:34]=[CH:33][CH:32]=[C:31]([Cl:35])[C:27]=1[C:28](Cl)=[O:29]. The catalyst is C1COCC1. The product is [Cl:25][C:26]1[CH:34]=[CH:33][CH:32]=[C:31]([Cl:35])[C:27]=1[C:28]([NH:24][C:21]1[CH:22]=[N:23][C:18]([NH:17][C:14]2[CH:15]=[CH:16][C:11]([S:8]([N:5]3[CH2:6][CH2:7][N:2]([CH3:1])[CH2:3][CH2:4]3)(=[O:9])=[O:10])=[CH:12][CH:13]=2)=[N:19][CH:20]=1)=[O:29]. The yield is 0.0100. (3) The reactants are C[O-].[Na+].O1CCCC1.[CH:9]1([N:12]2[C:17](=[O:18])[C:16]3[C:19]([NH:26][C:27]4[CH:28]=[C:29]([NH:33][S:34]([CH3:37])(=[O:36])=[O:35])[CH:30]=[CH:31][CH:32]=4)=[C:20]([CH3:25])[C:21](=[O:24])[N:22]([CH3:23])[C:15]=3[N:14]([C:38]3[CH:43]=[CH:42][C:41]([I:44])=[CH:40][C:39]=3[F:45])[C:13]2=[O:46])[CH2:11][CH2:10]1.C(O)(=O)C. The catalyst is CO. The product is [CH:9]1([N:12]2[C:17](=[O:18])[C:16]3=[C:15]([NH:14][C:38]4[CH:43]=[CH:42][C:41]([I:44])=[CH:40][C:39]=4[F:45])[N:22]([CH3:23])[C:21](=[O:24])[C:20]([CH3:25])=[C:19]3[N:26]([C:27]3[CH:28]=[C:29]([NH:33][S:34]([CH3:37])(=[O:36])=[O:35])[CH:30]=[CH:31][CH:32]=3)[C:13]2=[O:46])[CH2:10][CH2:11]1. The yield is 0.930. (4) The reactants are [Cl:1][C:2]1[CH:7]=[C:6]([F:8])[CH:5]=[CH:4][C:3]=1[C@H:9]1[C:14]([C:15]([O:17][CH2:18][CH3:19])=[O:16])=[C:13]([CH2:20]Br)[NH:12][C:11]([C:22]2[S:23][CH:24]=[CH:25][N:26]=2)=[N:10]1.[NH:27]1[CH2:32][CH2:31][O:30][CH2:29][CH2:28]1. The catalyst is C(O)C. The product is [Cl:1][C:2]1[CH:7]=[C:6]([F:8])[CH:5]=[CH:4][C:3]=1[C@H:9]1[C:14]([C:15]([O:17][CH2:18][CH3:19])=[O:16])=[C:13]([CH2:20][N:27]2[CH2:32][CH2:31][O:30][CH2:29][CH2:28]2)[NH:12][C:11]([C:22]2[S:23][CH:24]=[CH:25][N:26]=2)=[N:10]1. The yield is 0.770. (5) The reactants are [N:1]1[C:10]2[C:5](=[CH:6][CH:7]=[CH:8][CH:9]=2)[CH:4]=[CH:3][C:2]=1[CH2:11][C:12]#[N:13].N.O.C(Cl)Cl. The catalyst is CCO.[Ni]. The product is [N:1]1[C:10]2[C:5](=[CH:6][CH:7]=[CH:8][CH:9]=2)[CH:4]=[CH:3][C:2]=1[CH2:11][CH2:12][NH2:13]. The yield is 0.365.